This data is from Catalyst prediction with 721,799 reactions and 888 catalyst types from USPTO. The task is: Predict which catalyst facilitates the given reaction. Reactant: C[N:2]([CH:4]=[C:5]1[CH2:11][CH2:10][CH2:9][C:8]2[CH:12]=[C:13]([N:16]3[CH2:20][C@H:19]([CH2:21][O:22][C:23]4[CH:28]=[CH:27][CH:26]=[CH:25][N:24]=4)[O:18][C:17]3=[O:29])[CH:14]=[CH:15][C:7]=2[C:6]1=O)C.O.[NH2:32]N. Product: [N:24]1[CH:25]=[CH:26][CH:27]=[CH:28][C:23]=1[O:22][CH2:21][C@@H:19]1[O:18][C:17](=[O:29])[N:16]([C:13]2[CH:14]=[CH:15][C:7]3[C:6]4[NH:32][N:2]=[CH:4][C:5]=4[CH2:11][CH2:10][CH2:9][C:8]=3[CH:12]=2)[CH2:20]1. The catalyst class is: 412.